Dataset: hERG Central: cardiac toxicity at 1µM, 10µM, and general inhibition. Task: Predict hERG channel inhibition at various concentrations. (1) The compound is Cc1cc(C)c(S(=O)(=O)N2CCN(C(=O)c3ccc(-n4cncn4)c([N+](=O)[O-])c3)CC2)c(C)c1. Results: hERG_inhib (hERG inhibition (general)): blocker. (2) Results: hERG_inhib (hERG inhibition (general)): blocker. The drug is CCOC(=O)c1cccc(NC(=O)CSc2nnc(-c3ccncc3)n2CCCOC)c1. (3) Results: hERG_inhib (hERG inhibition (general)): blocker. The molecule is Cc1cc(C)cc(N(CC(=O)N2CCOCC2)S(=O)(=O)c2ccccc2)c1. (4) The drug is NC(=O)C1CCN(c2nc(-c3ccccc3)nc3ccccc23)CC1. Results: hERG_inhib (hERG inhibition (general)): blocker. (5) The drug is CCOc1ccc2oc(=O)cc(CN3CCN(C(=O)c4ccco4)CC3)c2c1. Results: hERG_inhib (hERG inhibition (general)): blocker. (6) The molecule is CCN(CC)CCCNC(=O)c1cn(-c2cccc(OC)c2)c(=O)c2ccccc12. Results: hERG_inhib (hERG inhibition (general)): blocker. (7) The drug is CCCCC(=O)N1CCN(c2nc3ccc(Cl)cc3s2)CC1. Results: hERG_inhib (hERG inhibition (general)): blocker. (8) The compound is CCOC(=O)c1c(CN2CCCCC2)oc2ccc(OC)cc12.Cl. Results: hERG_inhib (hERG inhibition (general)): blocker. (9) The compound is OCC1(CCOc2ccccc2)CCN(Cc2cccn2-c2ncccn2)CC1. Results: hERG_inhib (hERG inhibition (general)): blocker. (10) The drug is Cc1sc(NC(=O)c2ccccc2)c(C(c2ccccn2)N2CCN(CCO)CC2)c1C. Results: hERG_inhib (hERG inhibition (general)): blocker.